This data is from Reaction yield outcomes from USPTO patents with 853,638 reactions. The task is: Predict the reaction yield, written as a fraction of the theoretical maximum amount of product (1.0 means a 100% yield; for example, 0.34 means a 34% yield). (1) The reactants are Br[C:2]1[NH:3][C:4]2[CH:5]=[CH:6][CH:7]=[C:8]3[C:14](=[O:15])[NH:13][CH2:12][CH2:11][C:10]=1[C:9]=23.C([Sn](CCCC)(CCCC)[C:21]#[C:22][C:23]1[CH:28]=[CH:27][CH:26]=[CH:25][CH:24]=1)CCC.C(C1C=C(C)C=C(C(C)(C)C)C=1O)(C)(C)C. The catalyst is CN(C=O)C.O.[Pd].C1(P(C2C=CC=CC=2)C2C=CC=CC=2)C=CC=CC=1.C1(P(C2C=CC=CC=2)C2C=CC=CC=2)C=CC=CC=1.C1(P(C2C=CC=CC=2)C2C=CC=CC=2)C=CC=CC=1.C1(P(C2C=CC=CC=2)C2C=CC=CC=2)C=CC=CC=1. The product is [C:23]1([C:22]#[C:21][N:3]2[C:4]3[CH:5]=[CH:6][CH:7]=[C:8]4[C:14](=[O:15])[NH:13][CH2:12][CH2:11][C:10]([C:9]=34)=[CH:2]2)[CH:28]=[CH:27][CH:26]=[CH:25][CH:24]=1. The yield is 0.550. (2) The reactants are [F:1][C:2]1[CH:7]=[CH:6][C:5]([O:8][CH3:9])=[CH:4][C:3]=1[C:10]1[CH:15]=[CH:14][C:13]([CH2:16]O)=[CH:12][C:11]=1[N:18]1[CH2:23][CH2:22][CH2:21][CH2:20][CH2:19]1.S(Cl)([Cl:26])=O. The catalyst is CN(C=O)C.C(Cl)Cl. The product is [Cl:26][CH2:16][C:13]1[CH:14]=[CH:15][C:10]([C:3]2[CH:4]=[C:5]([O:8][CH3:9])[CH:6]=[CH:7][C:2]=2[F:1])=[C:11]([N:18]2[CH2:23][CH2:22][CH2:21][CH2:20][CH2:19]2)[CH:12]=1. The yield is 0.350. (3) The reactants are [Cl:1][C:2]1[C:3]([O:12][C:13]2[CH:18]=[C:17]([O:19]COC)[CH:16]=[CH:15][C:14]=2[CH2:23][CH2:24][C:25]([O:27][CH2:28][CH3:29])=[O:26])=[N:4][CH:5]=[C:6]([C:8]([F:11])([F:10])[F:9])[CH:7]=1.Cl.[OH-].[Na+]. The catalyst is O1CCCC1.C(OCC)(=O)C. The product is [Cl:1][C:2]1[C:3]([O:12][C:13]2[CH:18]=[C:17]([OH:19])[CH:16]=[CH:15][C:14]=2[CH2:23][CH2:24][C:25]([O:27][CH2:28][CH3:29])=[O:26])=[N:4][CH:5]=[C:6]([C:8]([F:10])([F:9])[F:11])[CH:7]=1. The yield is 0.830. (4) The reactants are C([Sn](CCCC)(CCCC)[C:6]1[CH:11]=[CH:10][CH:9]=[CH:8][N:7]=1)CCC.Cl[C:21]1[C:26]([N+:27]([O-:29])=[O:28])=[C:25]([NH2:30])[CH:24]=[CH:23][N:22]=1. The catalyst is O1CCOCC1.C1C=CC([P]([Pd]([P](C2C=CC=CC=2)(C2C=CC=CC=2)C2C=CC=CC=2)([P](C2C=CC=CC=2)(C2C=CC=CC=2)C2C=CC=CC=2)[P](C2C=CC=CC=2)(C2C=CC=CC=2)C2C=CC=CC=2)(C2C=CC=CC=2)C2C=CC=CC=2)=CC=1. The product is [N+:27]([C:26]1[C:21]([C:6]2[CH:11]=[CH:10][CH:9]=[CH:8][N:7]=2)=[N:22][CH:23]=[CH:24][C:25]=1[NH2:30])([O-:29])=[O:28]. The yield is 0.132. (5) The reactants are C([O:3][C:4](=O)[CH2:5][C:6]1[CH:7]=[C:8]2[C:14]3([CH2:19][CH2:18][N:17]([C:20]([O:22][C:23]([CH3:26])([CH3:25])[CH3:24])=[O:21])[CH2:16][CH2:15]3)[CH2:13][N:12]([C:27]3[C:28]4[C@H:35]([CH3:36])[CH2:34][CH2:33][C:29]=4[N:30]=[CH:31][N:32]=3)[C:9]2=[CH:10][CH:11]=1)C.CC(C[AlH]CC(C)C)C.[C@H](O)(C([O-])=O)[C@@H](O)C([O-])=O.[Na+].[K+]. The catalyst is C1COCC1. The product is [OH:3][CH2:4][CH2:5][C:6]1[CH:7]=[C:8]2[C:14]3([CH2:19][CH2:18][N:17]([C:20]([O:22][C:23]([CH3:26])([CH3:24])[CH3:25])=[O:21])[CH2:16][CH2:15]3)[CH2:13][N:12]([C:27]3[C:28]4[C@H:35]([CH3:36])[CH2:34][CH2:33][C:29]=4[N:30]=[CH:31][N:32]=3)[C:9]2=[CH:10][CH:11]=1. The yield is 0.590.